This data is from Full USPTO retrosynthesis dataset with 1.9M reactions from patents (1976-2016). The task is: Predict the reactants needed to synthesize the given product. The reactants are: [OH:1][CH2:2][C:3]1[NH:12][C:11](=[O:13])[C:10]2[C:5](=[CH:6][C:7]3[CH2:16][CH2:15][CH2:14][C:8]=3[CH:9]=2)[N:4]=1.C(N(CC)CC)C.[C:24](O[C:24](=[O:29])[C:25]([CH3:28])([CH3:27])[CH3:26])(=[O:29])[C:25]([CH3:28])([CH3:27])[CH3:26]. Given the product [CH3:26][C:25]([CH3:28])([CH3:27])[C:24]([O:1][CH2:2][C:3]1[NH:12][C:11](=[O:13])[C:10]2[C:5](=[CH:6][C:7]3[CH2:16][CH2:15][CH2:14][C:8]=3[CH:9]=2)[N:4]=1)=[O:29], predict the reactants needed to synthesize it.